Dataset: CYP1A2 inhibition data for predicting drug metabolism from PubChem BioAssay. Task: Regression/Classification. Given a drug SMILES string, predict its absorption, distribution, metabolism, or excretion properties. Task type varies by dataset: regression for continuous measurements (e.g., permeability, clearance, half-life) or binary classification for categorical outcomes (e.g., BBB penetration, CYP inhibition). Dataset: cyp1a2_veith. (1) The molecule is CC1Cc2ccccc2N1C(=O)CN1C(=O)COc2ccccc21. The result is 0 (non-inhibitor). (2) The drug is COc1ccc(OC)c(N2CC(O)=C(c3nc4ccccc4s3)C2=N)c1. The result is 1 (inhibitor). (3) The compound is O=C(NNS(=O)(=O)c1ccc(Cl)cc1)c1sccc1-n1cccc1. The result is 1 (inhibitor). (4) The drug is CO/N=C(\C(=O)N[C@@H]1C(=O)N2C(C(=O)[O-])=C(C[N+]3(C)CCCC3)CS[C@@H]12)c1csc(N)n1.Cl.O. The result is 0 (non-inhibitor). (5) The compound is c1cncc(-c2ccc3ncnc(NC4CCNCC4)c3c2)c1. The result is 1 (inhibitor).